Dataset: Acute oral toxicity (LD50) regression data from Zhu et al.. Task: Regression/Classification. Given a drug SMILES string, predict its toxicity properties. Task type varies by dataset: regression for continuous values (e.g., LD50, hERG inhibition percentage) or binary classification for toxic/non-toxic outcomes (e.g., AMES mutagenicity, cardiotoxicity, hepatotoxicity). Dataset: ld50_zhu. (1) The compound is Nc1nc2ccc(OC(F)(F)F)cc2s1. The rat oral LD50 is 3.72, given as -log10 of the dose in mol/kg body weight (higher means more acutely toxic). (2) The compound is CCCCSC(=Nc1cccnc1)SCc1ccc(C(C)(C)C)cc1. The rat oral LD50 is 2.14, given as -log10 of the dose in mol/kg body weight (higher means more acutely toxic). (3) The molecule is CCC(=O)c1ccc(OCC(O)CO)c(OC)c1. The rat oral LD50 is 2.19, given as -log10 of the dose in mol/kg body weight (higher means more acutely toxic). (4) The drug is BrC(Br)(Br)c1ccc2ccccc2n1. The rat oral LD50 is 1.75, given as -log10 of the dose in mol/kg body weight (higher means more acutely toxic). (5) The drug is CCSN(C)C(=O)Oc1cccc2c1OC(C)(C)C2. The rat oral LD50 is 4.05, given as -log10 of the dose in mol/kg body weight (higher means more acutely toxic).